This data is from Full USPTO retrosynthesis dataset with 1.9M reactions from patents (1976-2016). The task is: Predict the reactants needed to synthesize the given product. Given the product [Cl:23][C:17]1[N:15]=[C:12]2[CH:13]=[CH:14][C:9]([C:4]3[CH:5]=[CH:6][CH:7]=[CH:8][C:3]=3[F:2])=[N:10][N:11]2[CH:16]=1, predict the reactants needed to synthesize it. The reactants are: Br.[F:2][C:3]1[CH:8]=[CH:7][CH:6]=[CH:5][C:4]=1[C:9]1[CH:14]=[CH:13][C:12](=[NH:15])[N:11]([CH2:16][C:17](OC)=O)[N:10]=1.O=P(Cl)(Cl)[Cl:23].